This data is from Full USPTO retrosynthesis dataset with 1.9M reactions from patents (1976-2016). The task is: Predict the reactants needed to synthesize the given product. (1) Given the product [Cl:20][C:15]1[CH:14]=[C:13]([CH:4]([CH2:5][CH:6]2[CH2:10][CH2:9][CH2:8][C:7]2([F:11])[F:12])[C:3]([NH:22][C:23]2[S:24][CH:25]=[CH:26][N:27]=2)=[O:21])[CH:18]=[CH:17][C:16]=1[Cl:19], predict the reactants needed to synthesize it. The reactants are: CO[C:3](=[O:21])[CH:4]([C:13]1[CH:18]=[CH:17][C:16]([Cl:19])=[C:15]([Cl:20])[CH:14]=1)[CH2:5][CH:6]1[CH2:10][CH2:9][CH2:8][C:7]1([F:12])[F:11].[NH2:22][C:23]1[S:24][CH:25]=[CH:26][N:27]=1.C[O-].[Mg+2].C[O-].CO. (2) The reactants are: [CH3:1][O:2][C:3]1[CH:4]=[C:5]([C:9]([CH:12]2C(=O)O[C:15](C)([CH3:19])[O:14][C:13]2=[O:21])([CH3:11])[CH3:10])[CH:6]=[CH:7][CH:8]=1. Given the product [CH3:1][O:2][C:3]1[CH:4]=[C:5]([C:9]([CH3:10])([CH3:11])[CH2:12][C:13]([O:14][CH2:15][CH3:19])=[O:21])[CH:6]=[CH:7][CH:8]=1, predict the reactants needed to synthesize it. (3) Given the product [CH3:5][N:6]1[CH:10]=[C:9]([N+:1]([O-:4])=[O:2])[C:8]([N:11]2[CH2:15][CH2:14][N:13]([C:16]([O:18][C:19]([CH3:21])([CH3:20])[CH3:22])=[O:17])[C:12]2=[O:23])=[N:7]1, predict the reactants needed to synthesize it. The reactants are: [N+:1]([O-:4])(O)=[O:2].[CH3:5][N:6]1[CH:10]=[CH:9][C:8]([N:11]2[CH2:15][CH2:14][N:13]([C:16]([O:18][C:19]([CH3:22])([CH3:21])[CH3:20])=[O:17])[C:12]2=[O:23])=[N:7]1.[OH-].[Na+]. (4) Given the product [Cl:1][C:2]1[CH:7]=[C:6]([NH:10][C:11]2[CH:20]=[CH:19][C:18]([N:21]3[CH2:26][CH2:25][N:24]([CH3:27])[CH2:23][CH2:22]3)=[CH:17][C:12]=2[C:13]([NH:15][CH3:16])=[O:14])[C:5]([Cl:9])=[CH:4][N:3]=1, predict the reactants needed to synthesize it. The reactants are: [Cl:1][C:2]1[CH:7]=[C:6](I)[C:5]([Cl:9])=[CH:4][N:3]=1.[NH2:10][C:11]1[CH:20]=[CH:19][C:18]([N:21]2[CH2:26][CH2:25][N:24]([CH3:27])[CH2:23][CH2:22]2)=[CH:17][C:12]=1[C:13]([NH:15][CH3:16])=[O:14].C(=O)([O-])[O-].[Cs+].[Cs+]. (5) Given the product [Br:14][CH:8]1[C:7](=[O:12])[C:6]2[CH:13]=[C:2]([F:1])[CH:3]=[CH:4][C:5]=2[S:11][CH2:10][CH2:9]1, predict the reactants needed to synthesize it. The reactants are: [F:1][C:2]1[CH:3]=[CH:4][C:5]2[S:11][CH2:10][CH2:9][CH2:8][C:7](=[O:12])[C:6]=2[CH:13]=1.[Br:14]Br.O. (6) Given the product [CH3:1][O:2][C:3](=[O:42])[CH2:4][C@H:5]([OH:41])[CH2:6][C@H:7]([OH:40])[CH2:8][CH2:9][C:10]1[N:11]([CH:37]([CH3:39])[CH3:38])[C:12]([C:28](=[O:36])[NH:29][C:30]2[CH:35]=[CH:34][CH:33]=[CH:32][CH:31]=2)=[C:13]([C:22]2[CH:27]=[CH:26][CH:25]=[CH:24][CH:23]=2)[C:14]=1[C:15]1[CH:20]=[CH:19][C:18]([F:21])=[CH:17][CH:16]=1, predict the reactants needed to synthesize it. The reactants are: [CH3:1][O:2][C:3](=[O:42])[CH2:4][C@H:5]([OH:41])[CH2:6][C:7](=[O:40])[CH2:8][CH2:9][C:10]1[N:11]([CH:37]([CH3:39])[CH3:38])[C:12]([C:28](=[O:36])[NH:29][C:30]2[CH:35]=[CH:34][CH:33]=[CH:32][CH:31]=2)=[C:13]([C:22]2[CH:27]=[CH:26][CH:25]=[CH:24][CH:23]=2)[C:14]=1[C:15]1[CH:20]=[CH:19][C:18]([F:21])=[CH:17][CH:16]=1.C(B(CC)OC)C.[BH4-].[Na+]. (7) Given the product [C:16]([OH:52])(=[O:17])[CH3:19].[C:2]([OH:1])(=[O:50])[CH3:3].[O:1]1[CH2:5][CH:4]([NH:6][C:7]2[CH:8]=[CH:9][C:10]([C:27]3[C:35]4[C:30](=[N:31][CH:32]=[N:33][C:34]=4[NH2:36])[N:29]([C@H:37]4[CH2:38][CH2:39][C@H:40]([N:43]5[CH2:44][CH2:45][N:46]([CH3:49])[CH2:47][CH2:48]5)[CH2:41][CH2:42]4)[N:28]=3)=[CH:11][CH:12]=2)[C:3]2[CH:22]=[CH:23][CH:24]=[CH:25][C:2]1=2, predict the reactants needed to synthesize it. The reactants are: [O:1]1[CH2:5][CH:4]([NH:6][C:7]2[CH:12]=[CH:11][C:10](B3[O:17][C:16]([CH3:19])(C)C(C)(C)O3)=[CH:9][CH:8]=2)[C:3]2[CH:22]=[CH:23][CH:24]=[CH:25][C:2]1=2.I[C:27]1[C:35]2[C:30](=[N:31][CH:32]=[N:33][C:34]=2[NH2:36])[N:29]([C@H:37]2[CH2:42][CH2:41][C@H:40]([N:43]3[CH2:48][CH2:47][N:46]([CH3:49])[CH2:45][CH2:44]3)[CH2:39][CH2:38]2)[N:28]=1.[OH2:50].C(=O)([O-])[O-:52].[Na+].[Na+].